This data is from Reaction yield outcomes from USPTO patents with 853,638 reactions. The task is: Predict the reaction yield, written as a fraction of the theoretical maximum amount of product (1.0 means a 100% yield; for example, 0.34 means a 34% yield). The reactants are [NH2:1][C@@H:2]([CH2:34][C:35]1[CH:40]=[CH:39][CH:38]=[CH:37][CH:36]=1)[C@@H:3]([OH:33])[CH2:4][C@@H:5]([NH:20][C:21]([C@@H:23]([NH:28][C:29](=[O:32])[O:30][CH3:31])[C:24]([CH3:27])([CH3:26])[CH3:25])=[O:22])[CH2:6][C:7]1[CH:12]=[CH:11][C:10]([C:13]2[CH:18]=[CH:17][C:16]([CH3:19])=[CH:15][N:14]=2)=[CH:9][CH:8]=1.[CH2:41]([N:48]1[CH2:52][CH2:51][N:50]([C@@H:53]([C:57]([CH3:60])([CH3:59])[CH3:58])[C:54](O)=[O:55])[C:49]1=[O:61])[C:42]1[CH:47]=[CH:46][CH:45]=[CH:44][CH:43]=1.CCOP(ON1N=NC2C=CC=CC=2C1=O)(OCC)=O.C(N(CC)C(C)C)(C)C. The catalyst is C1COCC1. The product is [CH2:41]([N:48]1[CH2:52][CH2:51][N:50]([C@@H:53]([C:57]([CH3:59])([CH3:58])[CH3:60])[C:54]([NH:1][C@@H:2]([CH2:34][C:35]2[CH:36]=[CH:37][CH:38]=[CH:39][CH:40]=2)[C@@H:3]([OH:33])[CH2:4][C@@H:5]([NH:20][C:21]([C@@H:23]([NH:28][C:29](=[O:32])[O:30][CH3:31])[C:24]([CH3:27])([CH3:26])[CH3:25])=[O:22])[CH2:6][C:7]2[CH:12]=[CH:11][C:10]([C:13]3[CH:18]=[CH:17][C:16]([CH3:19])=[CH:15][N:14]=3)=[CH:9][CH:8]=2)=[O:55])[C:49]1=[O:61])[C:42]1[CH:43]=[CH:44][CH:45]=[CH:46][CH:47]=1. The yield is 0.480.